Dataset: Reaction yield outcomes from USPTO patents with 853,638 reactions. Task: Predict the reaction yield, written as a fraction of the theoretical maximum amount of product (1.0 means a 100% yield; for example, 0.34 means a 34% yield). (1) The reactants are CC(OI1(OC(C)=O)(OC(C)=O)OC(=O)C2C=CC=CC1=2)=O.[CH3:23][CH:24]([CH2:27][CH:28]1[CH2:33][CH2:32][CH2:31][CH:30]([CH3:34])[CH2:29]1)[CH2:25][OH:26].O. The catalyst is ClCCl.C(OCC)C. The product is [CH3:23][CH:24]([CH2:27][CH:28]1[CH2:33][CH2:32][CH2:31][CH:30]([CH3:34])[CH2:29]1)[CH:25]=[O:26]. The yield is 0.540. (2) The reactants are [C:1]([O:8][CH3:9])(=[O:7])[CH2:2][CH2:3][C:4]([O-])=[O:5].C1N=CN(C(N2C=NC=C2)=O)C=1.O/[N:23]=[C:24](\[NH2:32])/[CH2:25][C:26]1[CH:31]=[CH:30][CH:29]=[CH:28][CH:27]=1. The catalyst is CN(C=O)C. The product is [CH2:25]([C:24]1[N:32]=[C:4]([CH2:3][CH2:2][C:1]([O:8][CH3:9])=[O:7])[O:5][N:23]=1)[C:26]1[CH:31]=[CH:30][CH:29]=[CH:28][CH:27]=1. The yield is 0.700. (3) The reactants are Br[CH2:2][CH:3]1[CH2:5][CH2:4]1.[P:6]([O:15]C(C)C)([O:11][CH:12]([CH3:14])[CH3:13])[O:7][CH:8]([CH3:10])[CH3:9]. The catalyst is C(OCC)(=O)C. The product is [CH:8]([O:7][P:6]([CH2:2][CH:3]1[CH2:5][CH2:4]1)(=[O:15])[O:11][CH:12]([CH3:14])[CH3:13])([CH3:10])[CH3:9]. The yield is 0.940. (4) The reactants are C[O:2][C:3](=[O:32])[C:4]1[CH:9]=[CH:8][C:7]([NH:10][C:11](=[O:31])[CH:12]([C:19]2[CH:24]=[CH:23][C:22]([C:25]3[CH:30]=[CH:29][CH:28]=[CH:27][CH:26]=3)=[CH:21][CH:20]=2)[CH2:13][CH:14]2[CH2:18][CH2:17][CH2:16][CH2:15]2)=[N:6][CH:5]=1.[OH-].[Na+]. The catalyst is CO. The product is [C:22]1([C:25]2[CH:30]=[CH:29][CH:28]=[CH:27][CH:26]=2)[CH:21]=[CH:20][C:19]([CH:12]([CH2:13][CH:14]2[CH2:18][CH2:17][CH2:16][CH2:15]2)[C:11]([NH:10][C:7]2[CH:8]=[CH:9][C:4]([C:3]([OH:32])=[O:2])=[CH:5][N:6]=2)=[O:31])=[CH:24][CH:23]=1. The yield is 0.280.